From a dataset of Full USPTO retrosynthesis dataset with 1.9M reactions from patents (1976-2016). Predict the reactants needed to synthesize the given product. (1) The reactants are: [NH2:1][C:2]1[CH:9]=[C:8]([CH3:10])[C:5]([C:6]#[N:7])=[C:4]([SH:11])[N:3]=1.[OH:12]S(O)(=O)=O.C([O-])(O)=O.[Na+]. Given the product [NH2:1][C:2]1[N:3]=[C:4]2[S:11][NH:7][C:6](=[O:12])[C:5]2=[C:8]([CH3:10])[CH:9]=1, predict the reactants needed to synthesize it. (2) Given the product [NH2:1][C:2]1([C:6]2[CH:7]=[CH:8][C:9]([C:12]3[N:13]=[C:14]4[C:19]([O:20][CH3:21])=[N:18][C:17]([C:22]([NH2:33])=[O:24])=[CH:16][N:15]4[C:26]=3[C:27]3[CH:32]=[CH:31][CH:30]=[CH:29][CH:28]=3)=[CH:10][CH:11]=2)[CH2:3][CH2:4][CH2:5]1, predict the reactants needed to synthesize it. The reactants are: [NH2:1][C:2]1([C:6]2[CH:11]=[CH:10][C:9]([C:12]3[N:13]=[C:14]4[C:19]([O:20][CH3:21])=[N:18][C:17]([C:22]([O:24]C)=O)=[CH:16][N:15]4[C:26]=3[C:27]3[CH:32]=[CH:31][CH:30]=[CH:29][CH:28]=3)=[CH:8][CH:7]=2)[CH2:5][CH2:4][CH2:3]1.[NH3:33]. (3) Given the product [CH3:12][C:4]1[N:3]=[C:2]([NH:13][C:14]2[CH:19]=[CH:18][N:17]=[CH:16][CH:15]=2)[C:11]2[C:6](=[CH:7][CH:8]=[CH:9][CH:10]=2)[N:5]=1, predict the reactants needed to synthesize it. The reactants are: Cl[C:2]1[C:11]2[C:6](=[CH:7][CH:8]=[CH:9][CH:10]=2)[N:5]=[C:4]([CH3:12])[N:3]=1.[NH2:13][C:14]1[CH:19]=[CH:18][N:17]=[CH:16][CH:15]=1. (4) Given the product [NH2:17][C:12]1[CH:13]=[N:14][CH:15]=[CH:16][C:11]=1[C:9]1[O:10][C:6]2[CH:5]=[CH:4][C:3]([C:2]([F:30])([F:29])[F:1])=[CH:28][C:7]=2[N:8]=1, predict the reactants needed to synthesize it. The reactants are: [F:1][C:2]([F:30])([F:29])[C:3]1[CH:4]=[CH:5][C:6]2[O:10][C:9]([C:11]3[CH:16]=[CH:15][N:14]=[CH:13][C:12]=3[N:17]3C(=O)C4=CC=CC=C4C3=O)=[N:8][C:7]=2[CH:28]=1.O.NN. (5) Given the product [C:11]([O:10][C:8]([NH:7][C:5]1[S:6][C:2]([C:24]2[CH:29]=[CH:28][CH:27]=[CH:26][N:25]=2)=[CH:3][C:4]=1[C:15]([O:17][CH3:18])=[O:16])=[O:9])([CH3:14])([CH3:13])[CH3:12], predict the reactants needed to synthesize it. The reactants are: Br[C:2]1[S:6][C:5]([NH:7][C:8]([O:10][C:11]([CH3:14])([CH3:13])[CH3:12])=[O:9])=[C:4]([C:15]([O:17][CH3:18])=[O:16])[CH:3]=1.C([Sn](CCCC)(CCCC)[C:24]1[CH:29]=[CH:28][CH:27]=[CH:26][N:25]=1)CCC. (6) The reactants are: [NH2:1][C:2]1[CH:11]=[CH:10][C:9]([CH:12]2[CH2:16][CH2:15][CH2:14][CH2:13]2)=[CH:8][C:3]=1[C:4]([O:6][CH3:7])=[O:5].[CH2:17]([N:24]1[C:32]2[C:27](=[CH:28][C:29](Br)=[CH:30][CH:31]=2)[CH:26]=[CH:25]1)[C:18]1[CH:23]=[CH:22][CH:21]=[CH:20][CH:19]=1.C(=O)([O-])[O-].[Cs+].[Cs+].C1(C)C=CC=CC=1. Given the product [CH2:17]([N:24]1[C:32]2[C:27](=[CH:28][C:29]([NH:1][C:2]3[CH:11]=[CH:10][C:9]([CH:12]4[CH2:16][CH2:15][CH2:14][CH2:13]4)=[CH:8][C:3]=3[C:4]([O:6][CH3:7])=[O:5])=[CH:30][CH:31]=2)[CH:26]=[CH:25]1)[C:18]1[CH:23]=[CH:22][CH:21]=[CH:20][CH:19]=1, predict the reactants needed to synthesize it. (7) Given the product [Cl:37][C:8]1[C:7]([CH3:14])=[N:6][C:5]2[C:10](=[CH:11][CH:12]=[C:3]([O:2][CH3:1])[CH:4]=2)[N:9]=1.[Cl:37][C:26]1[C:25]([CH3:31])=[N:24][C:23]2[C:28]([N:27]=1)=[CH:29][C:20]([O:19][CH3:18])=[CH:21][CH:22]=2, predict the reactants needed to synthesize it. The reactants are: [CH3:1][O:2][C:3]1[CH:4]=[C:5]2[C:10](=[CH:11][CH:12]=1)[NH:9][C:8](=O)[C:7]([C:14](F)(F)F)=[N:6]2.[CH3:18][O:19][C:20]1[CH:29]=[C:28]2[C:23]([N:24]=[C:25]([C:31](F)(F)F)[C:26](=O)[NH:27]2)=[CH:22][CH:21]=1.O=P(Cl)(Cl)[Cl:37]. (8) Given the product [CH2:21]([N:9]([C:6]1[CH:7]=[CH:8][C:3]([O:2][CH3:1])=[CH:4][CH:5]=1)[C:10]1[C:15]2[N:16]([CH3:20])[C:17](=[O:19])[NH:18][C:14]=2[CH:13]=[CH:12][CH:11]=1)[CH2:22][CH2:23][CH3:24], predict the reactants needed to synthesize it. The reactants are: [CH3:1][O:2][C:3]1[CH:8]=[CH:7][C:6]([NH:9][C:10]2[C:15]3[N:16]([CH3:20])[C:17](=[O:19])[NH:18][C:14]=3[CH:13]=[CH:12][CH:11]=2)=[CH:5][CH:4]=1.[CH:21](=O)[CH2:22][CH2:23][CH3:24].C(O[BH-](OC(=O)C)OC(=O)C)(=O)C.[Na+]. (9) Given the product [CH2:12]([C:8]1[NH:9][C:10](=[O:11])[C:5]([C:3]2[N:31]=[C:30]([CH2:29][S:26]([C:20]3[CH:25]=[CH:24][CH:23]=[CH:22][CH:21]=3)(=[O:28])=[O:27])[S:32][CH:2]=2)=[CH:6][C:7]=1[C:15]([O:17][CH2:18][CH3:19])=[O:16])[CH2:13][CH3:14], predict the reactants needed to synthesize it. The reactants are: Br[CH2:2][C:3]([C:5]1[C:10](=[O:11])[NH:9][C:8]([CH2:12][CH2:13][CH3:14])=[C:7]([C:15]([O:17][CH2:18][CH3:19])=[O:16])[CH:6]=1)=O.[C:20]1([S:26]([CH2:29][C:30](=[S:32])[NH2:31])(=[O:28])=[O:27])[CH:25]=[CH:24][CH:23]=[CH:22][CH:21]=1.